From a dataset of Full USPTO retrosynthesis dataset with 1.9M reactions from patents (1976-2016). Predict the reactants needed to synthesize the given product. (1) Given the product [F:25][C:24]([F:26])([F:27])[C:22]1[CH:21]=[C:20]([NH:28][C:29]([S:30][CH3:33])=[C:7]([S:4]([CH:36]([CH3:38])[CH3:35])(=[O:6])=[O:5])[C:8]#[N:9])[CH:19]=[C:18]([C:17]([F:31])([F:16])[F:32])[CH:23]=1, predict the reactants needed to synthesize it. The reactants are: C([S:4]([CH2:7][C:8]#[N:9])(=[O:6])=[O:5])CC.C(=O)([O-])[O-].[K+].[K+].[F:16][C:17]([F:32])([F:31])[C:18]1[CH:19]=[C:20]([N:28]=[C:29]=[S:30])[CH:21]=[C:22]([C:24]([F:27])([F:26])[F:25])[CH:23]=1.[CH3:33]I.[CH3:35][C:36]([CH3:38])=O. (2) Given the product [NH2:7][C:8]1[S:9][C:10]2[CH2:19][CH2:18][CH:17]([OH:20])[C:16]3[C:12](=[CH:13][N:14]([CH2:21][C:22]4[CH:27]=[CH:26][C:25]([O:28][CH3:29])=[CH:24][CH:23]=4)[N:15]=3)[C:11]=2[N:30]=1, predict the reactants needed to synthesize it. The reactants are: C(OC(=O)[NH:7][C:8]1[S:9][C:10]2[CH2:19][CH2:18][CH:17]([OH:20])[C:16]3[C:12](=[CH:13][N:14]([CH2:21][C:22]4[CH:27]=[CH:26][C:25]([O:28][CH3:29])=[CH:24][CH:23]=4)[N:15]=3)[C:11]=2[N:30]=1)(C)(C)C. (3) Given the product [F:36][C:32]1[CH:31]=[C:30]([CH:35]=[CH:34][CH:33]=1)[CH2:29][N:25]1[C:26]2[C:22](=[CH:21][C:20]([NH:19][C:17]3[C:18]4=[C:10]([CH2:9][N:37]5[CH2:43][CH:42]([OH:44])[CH2:41][NH:40][CH2:39][CH2:38]5)[CH:11]=[CH:12][N:13]4[N:14]=[CH:15][N:16]=3)=[CH:28][CH:27]=2)[CH:23]=[N:24]1, predict the reactants needed to synthesize it. The reactants are: C1(S([CH2:9][C:10]2[CH:11]=[CH:12][N:13]3[C:18]=2[C:17]([NH:19][C:20]2[CH:21]=[C:22]4[C:26](=[CH:27][CH:28]=2)[N:25]([CH2:29][C:30]2[CH:35]=[CH:34][CH:33]=[C:32]([F:36])[CH:31]=2)[N:24]=[CH:23]4)=[N:16][CH:15]=[N:14]3)=O)C=CC=CC=1.[NH:37]1[CH2:43][CH:42]([OH:44])[CH2:41][NH:40][CH2:39][CH2:38]1. (4) Given the product [CH2:21]([O:20][C:17]1[CH:18]=[CH:19][C:14]2[N:15]([CH:23]=[C:12]([C:4]3[CH:5]=[CH:6][C:7]([C:8]([F:11])([F:10])[F:9])=[C:2]([C:26]4[CH:27]=[CH:28][CH:29]=[CH:30][N:25]=4)[CH:3]=3)[N:13]=2)[N:16]=1)[CH3:22], predict the reactants needed to synthesize it. The reactants are: Br[C:2]1[CH:3]=[C:4]([C:12]2[N:13]=[C:14]3[CH:19]=[CH:18][C:17]([O:20][CH2:21][CH3:22])=[N:16][N:15]3[CH:23]=2)[CH:5]=[CH:6][C:7]=1[C:8]([F:11])([F:10])[F:9].[Br-].[N:25]1[CH:30]=[CH:29][CH:28]=[CH:27][C:26]=1[Zn+]. (5) The reactants are: C([O:5][C:6](=[O:36])[CH2:7][O:8][C:9]1[C:14]2[CH2:15][CH2:16][CH2:17][CH2:18][CH:19]([NH:20][S:21]([C:24]3[CH:25]=[C:26]([C:30]4[CH:35]=[CH:34][CH:33]=[CH:32][CH:31]=4)[CH:27]=[CH:28][CH:29]=3)(=[O:23])=[O:22])[C:13]=2[CH:12]=[CH:11][CH:10]=1)(C)(C)C.O.[OH-].[Li+]. Given the product [C:26]1([C:30]2[CH:35]=[CH:34][CH:33]=[CH:32][CH:31]=2)[CH:27]=[CH:28][CH:29]=[C:24]([S:21]([NH:20][CH:19]2[C:13]3[CH:12]=[CH:11][CH:10]=[C:9]([O:8][CH2:7][C:6]([OH:36])=[O:5])[C:14]=3[CH2:15][CH2:16][CH2:17][CH2:18]2)(=[O:22])=[O:23])[CH:25]=1, predict the reactants needed to synthesize it.